This data is from Experimentally validated miRNA-target interactions with 360,000+ pairs, plus equal number of negative samples. The task is: Binary Classification. Given a miRNA mature sequence and a target amino acid sequence, predict their likelihood of interaction. (1) The miRNA is hsa-miR-3065-3p with sequence UCAGCACCAGGAUAUUGUUGGAG. The protein sequence of the target gene is MSELPGDVRAFLREHPSLRLQTDARKVRCILTGHELPCRLPELQVYTRGKKYQRLVRASPAFDYAEFEPHIVPSTKNPHQLFCKLTLRHINKCPEHVLRHTQGRRYQRALCKYEECQKQGVEYVPACLVHRRRRREDQMDGDGPRPREAFWEPTSSDEGGAASDDSMTDLYPPELFTRKDLGSTEDGDGTDDFLTDKEDEKAKPPREKATDESRRETTVYRGLVQKRGKKQLGSLKKKFKSHHRKPKSFSSCKQPG. Result: 1 (interaction). (2) Result: 0 (no interaction). The protein sequence of the target gene is MGNAGSMDSQQTDFKAHNVPLKLPMPEPGELEERFAIVLNAMNLPPDKARLLRQYDNEKKWELICDQERFQVKNPPHTYIQKLKGYLDPAVTRKKFRRRVQESTQVLRELEISLRTNHIGWVREFLNEENKGLDVLVEYLSFAQYAVTFDFESVESTMESTVDKSKPWSRSIEDLHRGSNLPSPVGNSVSRSGRHSALRYNTLPSRRTLKNSRLVSKKDDVHVCIMCLRAIMNYQYGFNMVMSHPHAVNEIALSLNNKNPRTKALVLELLAAVCLVRGGHEIILSAFDNFKEVCGEKQRF.... The miRNA is hsa-miR-4802-5p with sequence UAUGGAGGUUCUAGACCAUGUU. (3) The miRNA is hsa-miR-3667-5p with sequence AAAGACCCAUUGAGGAGAAGGU. The protein sequence of the target gene is MAAERGAGQQQSQEMMEVDRRVESEESGDEEGKKHSSGIVADLSEQSLKDGEERGEEDPEEEHELPVDMETINLDRDAEDVDLNHYRIGKIEGFEVLKKVKTLCLRQNLIKCIENLEELQSLRELDLYDNQIKKIENLEALTELEILDISFNLLRNIEGVDKLTRLKKLFLVNNKISKIENLSNLHQLQMLELGSNRIRAIENIDTLTNLESLFLGKNKITKLQNLDALTNLTVLSMQSNRLTKIEGLQNLVNLRELYLSHNGIEVIEGLENNNKLTMLDIASNRIKKIENISHLTELQE.... Result: 0 (no interaction). (4) The miRNA is hsa-miR-6894-3p with sequence UUGCCUGCCCUCUUCCUCCAG. The protein sequence of the target gene is MPEAGFQATNAFTECKFTCTSGKCLYLGSLVCNQQNDCGDNSDEENCLLVTEHPPPGIFNSELEFAQILIIVVVVTVMVVVVVCLLNHYKVSTRSFINRPNQSQRQEDGLQPEGSLWPSDSSVQRPGASEIMCAPRGRDRFTTPSFIQRDPFSRFQPTYPYVQHEIDLPPTISLSDGEEPPPYQGPCTLQLRDPEQQMELNRESVRAPPNRTVFDSDLIDISMYNGGPCPPSSHSGISAATCSSNGRMEGPPPTYSEVMGHYPGTSFFHHQHSNTHRGSRPQFQPNNSEGTIVPIKGKDR.... Result: 0 (no interaction). (5) The miRNA is hsa-miR-513a-3p with sequence UAAAUUUCACCUUUCUGAGAAGG. The protein sequence of the target gene is MAPPAHKSILERSENVLMSPWKGKLIVQDRMLCDIALWSTYGAMIPTQLPQELDFKYVMKVSSLKKRLPEAAFRKQNYLEEKVCFQDLCFNLYEVELSNRQGENIDKLTECIKNKQLAIIKCLEDRGFFILLTSSALLSEPDFGGKQMGLHGLHLFRSPLSTGVKDLKVEDDISMKVIPILSTLNCALLETKKSLPEERIHPNTLVKRHFQELYKADRSPSLSVAPQDRMKDPTFLGKLPSGFDLIPPAEKCPSESLTQLNSYFSDPSAYILEVSTALDLLAEHPQSPCVSDGICDAGFS.... Result: 1 (interaction). (6) The miRNA is hsa-miR-1178-3p with sequence UUGCUCACUGUUCUUCCCUAG. The protein sequence of the target gene is MILLQHAVLPPPKQPSPSPPMSVATRSTGTLQLPPQKPFGQEASLPLAGEEELSKGGEQDCALEELCKPLYCKLCNVTLNSAQQAQAHYQGKNHGKKLRNYYAANSCPPPARMSNVVEPAATPVVPVPPQMGSFKPGGRVILATENDYCKLCDASFSSPAVAQAHYQGKNHAKRLRLAEAQSNSFSESSELGQRRARKEGNEFKMMPNRRNMYTVQNNSAGPYFNPRSRQRIPRDLAMCVTPSGQFYCSMCNVGAGEEMEFRQHLESKQHKSKVSEQRYRNEMENLGYV. Result: 1 (interaction). (7) The miRNA is hsa-miR-519c-3p with sequence AAAGUGCAUCUUUUUAGAGGAU. The protein sequence of the target gene is MAGCAARAPPGSEARLSLATFLLGASVLALPLLTRAGLQGRTGLALYVAGLNALLLLLYRPPRYQIAIRACFLGFVFGCGTLLSFSQSSWSHFGWYMCSLSLFHYSEYLVTAVNNPKSLSLDSFLLNHSLEYTVAALSSWLEFTLENIFWPELKQITWLSVTGLLMVVFGECLRKAAMFTAGSNFNHVVQNEKSDTHTLVTSGVYAWFRHPSYVGWFYWSIGTQVMLCNPICGVSYALTVWRFFRDRTEEEEISLIHFFGEEYLEYKKRVPTGLPFIKGVKVDL. Result: 1 (interaction). (8) The miRNA is hsa-miR-1-3p with sequence UGGAAUGUAAAGAAGUAUGUAU. The protein sequence of the target gene is MSTAVLENPGLGRKLSDFGQETSYIEDNCNQNGAISLIFSLKEEVGALAKVLRLFEENDVNLTHIESRPSRLKKDEYEFFTHLDKRSLPALTNIIKILRHDIGATVHELSRDKKKDTVPWFPRTIQELDRFANQILSYGAELDADHPGFKDPVYRARRKQFADIAYNYRHGQPIPRVEYMEEEKKTWGTVFKTLKSLYKTHACYEYNHIFPLLEKYCGFHEDNIPQLEDVSQFLQTCTGFRLRPVAGLLSSRDFLGGLAFRVFHCTQYIRHGSKPMYTPEPDICHELLGHVPLFSDRSFA.... Result: 0 (no interaction).